This data is from Forward reaction prediction with 1.9M reactions from USPTO patents (1976-2016). The task is: Predict the product of the given reaction. (1) Given the reactants Cl[C:2]1[C:3]([C:16]2[CH:21]=[CH:20][C:19]([F:22])=[CH:18][CH:17]=2)=[N:4][C:5]2[C:10]([N:11]=1)=[CH:9][C:8]([C:12]([O:14][CH3:15])=[O:13])=[CH:7][CH:6]=2.[CH3:23][C@H:24]([NH2:27])[CH2:25][CH3:26], predict the reaction product. The product is: [C@@H:24]([NH:27][C:2]1[C:3]([C:16]2[CH:21]=[CH:20][C:19]([F:22])=[CH:18][CH:17]=2)=[N:4][C:5]2[C:10]([N:11]=1)=[CH:9][C:8]([C:12]([O:14][CH3:15])=[O:13])=[CH:7][CH:6]=2)([CH2:25][CH3:26])[CH3:23]. (2) Given the reactants C1CCC(N=C=NC2CCCCC2)CC1.[NH2:16][CH:17]([CH2:21][CH3:22])[C:18](O)=[O:19].[CH2:23]([NH:30][CH2:31][C:32](OCC)=[O:33])[C:24]1[CH:29]=[CH:28][CH:27]=[CH:26][CH:25]=1.C(O)(C(F)(F)F)=O, predict the reaction product. The product is: [CH2:21]([C@@H:17]1[NH:16][C:32](=[O:33])[CH2:31][N:30]([CH2:23][C:24]2[CH:29]=[CH:28][CH:27]=[CH:26][CH:25]=2)[C:18]1=[O:19])[CH3:22]. (3) Given the reactants F[C:2]1[CH:3]=[CH:4][C:5]([N+:18]([O-:20])=[O:19])=[C:6]([CH:17]=1)[C:7]([NH:9][CH2:10][C:11]([NH:13][CH:14]([CH3:16])[CH3:15])=[O:12])=[O:8].C(=O)([O-])[O-].[K+].[K+].[C@H:27]12[CH2:33][C@H:30]([NH:31][CH2:32]1)[CH2:29][N:28]2[C:34]([O:36][C:37]([CH3:40])([CH3:39])[CH3:38])=[O:35], predict the reaction product. The product is: [CH:14]([NH:13][C:11](=[O:12])[CH2:10][NH:9][C:7]([C:6]1[CH:17]=[C:2]([N:31]2[CH2:32][C@@H:27]3[CH2:33][C@H:30]2[CH2:29][N:28]3[C:34]([O:36][C:37]([CH3:40])([CH3:39])[CH3:38])=[O:35])[CH:3]=[CH:4][C:5]=1[N+:18]([O-:20])=[O:19])=[O:8])([CH3:16])[CH3:15]. (4) Given the reactants [CH2:1]([O:8][C:9]1[CH:14]=[C:13](I)[CH:12]=[CH:11][C:10]=1[N:16]1[S:20](=[O:22])(=[O:21])[N:19]([CH2:23][CH2:24][Si:25]([CH3:28])([CH3:27])[CH3:26])[C:18](=[O:29])[CH2:17]1)[C:2]1[CH:7]=[CH:6][CH:5]=[CH:4][CH:3]=1.[C:30]([O:34][C:35](=[O:45])[NH:36][C:37]1[CH:42]=[CH:41][CH:40]=[CH:39][C:38]=1[CH2:43]I)([CH3:33])([CH3:32])[CH3:31], predict the reaction product. The product is: [C:30]([O:34][C:35](=[O:45])[NH:36][C:37]1[CH:42]=[CH:41][CH:40]=[CH:39][C:38]=1[CH2:43][C:13]1[CH:12]=[CH:11][C:10]([N:16]2[CH2:17][C:18](=[O:29])[N:19]([CH2:23][CH2:24][Si:25]([CH3:28])([CH3:27])[CH3:26])[S:20]2(=[O:22])=[O:21])=[C:9]([O:8][CH2:1][C:2]2[CH:7]=[CH:6][CH:5]=[CH:4][CH:3]=2)[CH:14]=1)([CH3:33])([CH3:32])[CH3:31]. (5) Given the reactants [NH2:1][C:2]1[C:10]2[C:5](=[N:6][C:7]([C:19]3[CH:24]=[CH:23][CH:22]=[C:21]([C:25]([F:28])([F:27])[F:26])[CH:20]=3)=[C:8]([C:11]3[CH:16]=[CH:15][N:14]=[C:13]([S:17][CH3:18])[N:12]=3)[CH:9]=2)[NH:4][N:3]=1.[C:29](Cl)(=[O:31])[CH3:30], predict the reaction product. The product is: [CH3:18][S:17][C:13]1[N:12]=[C:11]([C:8]2[CH:9]=[C:10]3[C:2]([NH:1][C:29](=[O:31])[CH3:30])=[N:3][NH:4][C:5]3=[N:6][C:7]=2[C:19]2[CH:24]=[CH:23][CH:22]=[C:21]([C:25]([F:28])([F:27])[F:26])[CH:20]=2)[CH:16]=[CH:15][N:14]=1. (6) Given the reactants [Cl:1][C:2]1[N:3]=[C:4](Cl)[C:5]2[S:11][CH2:10][CH2:9][CH2:8][C:6]=2[N:7]=1.CCN(CC)CC.[CH3:20][C@H:21]1[CH2:26][O:25][CH2:24][CH2:23][NH:22]1, predict the reaction product. The product is: [Cl:1][C:2]1[N:3]=[C:4]([N:22]2[CH2:23][CH2:24][O:25][CH2:26][C@@H:21]2[CH3:20])[C:5]2[S:11][CH2:10][CH2:9][CH2:8][C:6]=2[N:7]=1. (7) Given the reactants [NH2:1][C:2]1[CH:7]=[CH:6][CH:5]=[CH:4][CH:3]=1.[Li+].C[Si]([N-][Si](C)(C)C)(C)C.F[C:19]1[C:24]([F:25])=[C:23]([F:26])[CH:22]=[CH:21][C:20]=1[N+:27]([O-:29])=[O:28], predict the reaction product. The product is: [F:25][C:24]1[C:23]([F:26])=[CH:22][CH:21]=[C:20]([N+:27]([O-:29])=[O:28])[C:19]=1[NH:1][C:2]1[CH:7]=[CH:6][CH:5]=[CH:4][CH:3]=1.